From a dataset of Catalyst prediction with 721,799 reactions and 888 catalyst types from USPTO. Predict which catalyst facilitates the given reaction. (1) Reactant: [S:1]1[CH:5]=[CH:4][CH:3]=[C:2]1[C:6]([O:8][CH3:9])=[O:7].[Cl:10][S:11](O)(=[O:13])=[O:12].N1C=CC=CC=1.P(Cl)(Cl)(Cl)(Cl)Cl. Product: [Cl:10][S:11]([C:5]1[S:1][C:2]([C:6]([O:8][CH3:9])=[O:7])=[CH:3][CH:4]=1)(=[O:13])=[O:12]. The catalyst class is: 4. (2) Reactant: [C:1]([O:5][C:6]1[CH:7]=[C:8]([CH:14]=[CH:15][CH:16]=1)[C:9](OCC)=[O:10])([CH3:4])([CH3:3])[CH3:2].[H-].[Al+3].[Li+].[H-].[H-].[H-].O. Product: [C:1]([O:5][C:6]1[CH:7]=[C:8]([CH:14]=[CH:15][CH:16]=1)[CH2:9][OH:10])([CH3:4])([CH3:2])[CH3:3]. The catalyst class is: 7. (3) The catalyst class is: 459. Product: [ClH:30].[CH2:1]([C:8]1[C:13]([O:14][CH3:15])=[CH:12][C:11]([CH2:16][C@H:17]([NH2:19])[CH3:18])=[C:10]([O:26][CH3:27])[CH:9]=1)[C:2]1[CH:3]=[CH:4][CH:5]=[CH:6][CH:7]=1. Reactant: [CH2:1]([C:8]1[C:13]([O:14][CH3:15])=[CH:12][C:11]([CH2:16][C@H:17]([NH:19]C(=O)C(F)(F)F)[CH3:18])=[C:10]([O:26][CH3:27])[CH:9]=1)[C:2]1[CH:7]=[CH:6][CH:5]=[CH:4][CH:3]=1.[OH-].[Na+].[ClH:30]. (4) Reactant: [Cl:1][C:2]1[CH:3]=[C:4]([NH:9][C:10]([NH2:12])=[S:11])[CH:5]=[C:6]([Cl:8])[CH:7]=1. Product: [Cl:1][C:2]1[CH:7]=[C:6]([Cl:8])[C:5]2[S:11][C:10]([NH2:12])=[N:9][C:4]=2[CH:3]=1. The catalyst class is: 22. (5) Reactant: [CH3:1][CH:2]1[CH2:10][C:9]2[C:4](=[CH:5][C:6]([CH3:12])=[CH:7][C:8]=2[Br:11])[C:3]1=[O:13].[BH4-].[Na+].Cl.[CH3:17]S(C)=O.[OH-].[K+].CI. Product: [CH3:17][O:13][CH:3]1[C:4]2[C:9](=[C:8]([Br:11])[CH:7]=[C:6]([CH3:12])[CH:5]=2)[CH2:10][CH:2]1[CH3:1]. The catalyst class is: 278. (6) Reactant: [Cl:1][C:2]1[NH:10][C:9]2[C:8](=[O:11])[N:7]([CH2:12][CH2:13][CH2:14][CH2:15][C:16]([O:18]CC)=[O:17])[C:6](=[O:21])[N:5]([CH2:22][CH3:23])[C:4]=2[N:3]=1.O.[OH-].[Li+]. Product: [Cl:1][C:2]1[NH:10][C:9]2[C:8](=[O:11])[N:7]([CH2:12][CH2:13][CH2:14][CH2:15][C:16]([OH:18])=[O:17])[C:6](=[O:21])[N:5]([CH2:22][CH3:23])[C:4]=2[N:3]=1. The catalyst class is: 5. (7) Reactant: [C-]#N.[K+].C1N2CC[N:6](CC2)[CH2:5]1.[Br:12][C:13]1[C:14]([N:20]([CH:29]2[CH2:34][CH2:33][O:32][CH2:31][CH2:30]2)[NH:21][C:22]([O:24][C:25]([CH3:28])([CH3:27])[CH3:26])=[O:23])=[N:15][C:16](Cl)=[N:17][CH:18]=1.O. Product: [Br:12][C:13]1[C:14]([N:20]([CH:29]2[CH2:34][CH2:33][O:32][CH2:31][CH2:30]2)[NH:21][C:22]([O:24][C:25]([CH3:28])([CH3:27])[CH3:26])=[O:23])=[N:15][C:16]([C:5]#[N:6])=[N:17][CH:18]=1. The catalyst class is: 58. (8) Product: [NH2:19][C:15]1[C:14]2[N:20]=[C:21]3[CH2:26][O:25][CH2:24][CH2:23][N:22]3[C:13]=2[C:12]2[C:17](=[CH:18][C:9]([OH:8])=[CH:10][CH:11]=2)[N:16]=1. Reactant: C([O:8][C:9]1[CH:18]=[C:17]2[C:12]([C:13]3[N:22]4[CH2:23][CH2:24][O:25][CH2:26][C:21]4=[N:20][C:14]=3[C:15]([NH2:19])=[N:16]2)=[CH:11][CH:10]=1)C1C=CC=CC=1.Br. The catalyst class is: 15. (9) Reactant: Br[CH:2]1[CH2:7][CH2:6][CH2:5][CH2:4][CH2:3]1.[O:8]=[CH:9][C:10]1[CH:18]=[CH:17][C:15]([OH:16])=[C:12]([O:13][CH3:14])[CH:11]=1.C(=O)([O-])[O-].[K+].[K+].[I-].[Na+]. Product: [CH:2]1([O:16][C:15]2[CH:17]=[CH:18][C:10]([CH:9]=[O:8])=[CH:11][C:12]=2[O:13][CH3:14])[CH2:7][CH2:6][CH2:5][CH2:4][CH2:3]1. The catalyst class is: 14.